From a dataset of Retrosynthesis with 50K atom-mapped reactions and 10 reaction types from USPTO. Predict the reactants needed to synthesize the given product. Given the product CCCCCS(=O)(=O)NC(=O)/C=C/c1c(C)nn(C)c1-n1ccc2cc(C)cnc21, predict the reactants needed to synthesize it. The reactants are: CCCCCS(N)(=O)=O.Cc1cnc2c(ccn2-c2c(/C=C/C(=O)O)c(C)nn2C)c1.